This data is from Full USPTO retrosynthesis dataset with 1.9M reactions from patents (1976-2016). The task is: Predict the reactants needed to synthesize the given product. (1) Given the product [Br:1][C:2]1[CH:7]=[CH:6][C:5]([C:8]2[O:12][N:11]=[C:10]([CH3:13])[C:9]=2[CH2:14][NH:19][CH2:18][C@@H:17]([C:20]2[CH:25]=[CH:24][CH:23]=[CH:22][CH:21]=2)[CH3:16])=[CH:4][CH:3]=1, predict the reactants needed to synthesize it. The reactants are: [Br:1][C:2]1[CH:7]=[CH:6][C:5]([C:8]2[O:12][N:11]=[C:10]([CH3:13])[C:9]=2[CH:14]=O)=[CH:4][CH:3]=1.[CH3:16][C@H:17]([C:20]1[CH:25]=[CH:24][CH:23]=[CH:22][CH:21]=1)[CH2:18][NH2:19]. (2) Given the product [Cl:1][C:2]1[CH:3]=[C:4]([C@@H:8]2[C@@H:13]([C:14]3[CH:19]=[CH:18][C:17]([Cl:20])=[CH:16][CH:15]=3)[N:12]([CH2:29][CH:30]([CH3:34])[CH3:31])[C:11](=[O:21])[C@@H:10]([CH2:22][C:23]([OH:25])=[O:24])[O:9]2)[CH:5]=[CH:6][CH:7]=1, predict the reactants needed to synthesize it. The reactants are: [Cl:1][C:2]1[CH:3]=[C:4]([C@@H:8]2[C@@H:13]([C:14]3[CH:19]=[CH:18][C:17]([Cl:20])=[CH:16][CH:15]=3)[NH:12][C:11](=[O:21])[C@@H:10]([CH2:22][C:23]([O:25]C)=[O:24])[O:9]2)[CH:5]=[CH:6][CH:7]=1.ClC1[CH:29]=[C:30]([C@@H:34]2[C@@H:34]([C:30]3[CH:31]=CC(Cl)=C[CH:29]=3)NC(=O)[C@H](CC(OC)=O)O2)[CH:31]=CC=1.BrC(CC)C(OC(C)(C)C)=O.C(Br)C(C)C.C([O-])([O-])=O.[Cs+].[Cs+].